From a dataset of Forward reaction prediction with 1.9M reactions from USPTO patents (1976-2016). Predict the product of the given reaction. (1) Given the reactants [CH3:1][C:2]1([CH3:11])[C:8]([CH2:9][OH:10])=[CH:7][CH2:6][CH2:5][CH2:4][CH2:3]1.[F:12][C:13]1[CH:14]=[C:15](O)[CH:16]=[CH:17][CH:18]=1.C1(P(C2C=CC=CC=2)C2C=CC=CC=2)C=CC=CC=1.N(C(OCC)=O)=NC(OCC)=O, predict the reaction product. The product is: [F:12][C:13]1[CH:18]=[C:17]([CH:16]=[CH:15][CH:14]=1)[O:10][CH2:9][C:8]1[C:2]([CH3:11])([CH3:1])[CH2:3][CH2:4][CH2:5][CH2:6][CH:7]=1. (2) Given the reactants [NH2:1][C:2]1[N:6]([CH2:7][CH2:8][Cl:9])[N:5]=[CH:4][C:3]=1[C:10]([NH2:12])=[O:11].[F:13][C:14]([F:25])([C:18]1[CH:23]=[CH:22][C:21]([F:24])=[CH:20][CH:19]=1)[C:15](O)=O.C[Si](OP(=O)=O)(C)C.CCOC(C)=O, predict the reaction product. The product is: [Cl:9][CH2:8][CH2:7][N:6]1[C:2]2=[N:1][C:15]([C:14]([F:25])([F:13])[C:18]3[CH:19]=[CH:20][C:21]([F:24])=[CH:22][CH:23]=3)=[N:12][C:10]([OH:11])=[C:3]2[CH:4]=[N:5]1. (3) Given the reactants C(OC(=O)[NH:7][C@H:8]([CH2:28][C:29]1[CH:34]=[CH:33][C:32]([Cl:35])=[CH:31][C:30]=1[Cl:36])[C:9](=[O:27])[N:10]1[CH2:15][CH2:14][CH:13]([O:16][C:17]2[CH:22]=[CH:21][CH:20]=[CH:19][C:18]=2[C:23]([F:26])([F:25])[F:24])[CH2:12][CH2:11]1)(C)(C)C.Cl, predict the reaction product. The product is: [NH2:7][C@H:8]([CH2:28][C:29]1[CH:34]=[CH:33][C:32]([Cl:35])=[CH:31][C:30]=1[Cl:36])[C:9]([N:10]1[CH2:11][CH2:12][CH:13]([O:16][C:17]2[CH:22]=[CH:21][CH:20]=[CH:19][C:18]=2[C:23]([F:25])([F:26])[F:24])[CH2:14][CH2:15]1)=[O:27]. (4) Given the reactants C(OC(=O)[NH:7][C:8]1[CH:13]=[CH:12][C:11]([C:14]2[CH:18]=[CH:17][O:16][CH:15]=2)=[CH:10][C:9]=1[NH:19][C:20](=[O:32])[CH2:21][C:22]([C:24]1[CH:29]=[CH:28][CH:27]=[C:26]([C:30]#[N:31])[CH:25]=1)=O)(C)(C)C.C(O)(C(F)(F)F)=O, predict the reaction product. The product is: [O:16]1[CH:17]=[CH:18][C:14]([C:11]2[CH:12]=[CH:13][C:8]3[N:7]=[C:22]([C:24]4[CH:25]=[C:26]([CH:27]=[CH:28][CH:29]=4)[C:30]#[N:31])[CH2:21][C:20](=[O:32])[NH:19][C:9]=3[CH:10]=2)=[CH:15]1. (5) Given the reactants [C:1]([C:4]1[S:5][CH:6]=[C:7]([C:9]([OH:11])=O)[N:8]=1)(=[O:3])[CH3:2].[NH2:12][C@H:13]([CH3:29])[CH2:14][N:15]1[CH:19]=[CH:18][C:17]([C:20]2[CH:27]=[CH:26][C:23]([C:24]#[N:25])=[C:22]([Cl:28])[CH:21]=2)=[N:16]1, predict the reaction product. The product is: [C:1]([C:4]1[S:5][CH:6]=[C:7]([C:9]([NH:12][C@H:13]([CH3:29])[CH2:14][N:15]2[CH:19]=[CH:18][C:17]([C:20]3[CH:27]=[CH:26][C:23]([C:24]#[N:25])=[C:22]([Cl:28])[CH:21]=3)=[N:16]2)=[O:11])[N:8]=1)(=[O:3])[CH3:2].